Dataset: Merck oncology drug combination screen with 23,052 pairs across 39 cell lines. Task: Regression. Given two drug SMILES strings and cell line genomic features, predict the synergy score measuring deviation from expected non-interaction effect. (1) Drug 1: NC(=O)c1cccc2cn(-c3ccc(C4CCCNC4)cc3)nc12. Drug 2: COC1CC2CCC(C)C(O)(O2)C(=O)C(=O)N2CCCCC2C(=O)OC(C(C)CC2CCC(OP(C)(C)=O)C(OC)C2)CC(=O)C(C)C=C(C)C(O)C(OC)C(=O)C(C)CC(C)C=CC=CC=C1C. Cell line: VCAP. Synergy scores: synergy=34.7. (2) Drug 1: CN(Cc1cnc2nc(N)nc(N)c2n1)c1ccc(C(=O)NC(CCC(=O)O)C(=O)O)cc1. Drug 2: CC(C)CC(NC(=O)C(Cc1ccccc1)NC(=O)c1cnccn1)B(O)O. Cell line: A427. Synergy scores: synergy=-8.34. (3) Drug 1: CCC1=CC2CN(C1)Cc1c([nH]c3ccccc13)C(C(=O)OC)(c1cc3c(cc1OC)N(C)C1C(O)(C(=O)OC)C(OC(C)=O)C4(CC)C=CCN5CCC31C54)C2. Drug 2: CS(=O)(=O)CCNCc1ccc(-c2ccc3ncnc(Nc4ccc(OCc5cccc(F)c5)c(Cl)c4)c3c2)o1. Cell line: COLO320DM. Synergy scores: synergy=39.8. (4) Drug 1: COc1cc(C2c3cc4c(cc3C(OC3OC5COC(C)OC5C(O)C3O)C3COC(=O)C23)OCO4)cc(OC)c1O. Drug 2: O=C(CCCCCCC(=O)Nc1ccccc1)NO. Cell line: COLO320DM. Synergy scores: synergy=5.88. (5) Drug 1: N.N.O=C(O)C1(C(=O)O)CCC1.[Pt]. Drug 2: Cn1cc(-c2cnn3c(N)c(Br)c(C4CCCNC4)nc23)cn1. Cell line: PA1. Synergy scores: synergy=-0.305. (6) Drug 1: COC12C(COC(N)=O)C3=C(C(=O)C(C)=C(N)C3=O)N1CC1NC12. Drug 2: Cn1c(=O)n(-c2ccc(C(C)(C)C#N)cc2)c2c3cc(-c4cnc5ccccc5c4)ccc3ncc21. Cell line: NCIH2122. Synergy scores: synergy=12.8.